From a dataset of Full USPTO retrosynthesis dataset with 1.9M reactions from patents (1976-2016). Predict the reactants needed to synthesize the given product. (1) Given the product [O:1]=[C:2]1[C:10](=[O:11])[C:9]2[C:4](=[CH:5][CH:6]=[C:7]([CH2:12][C:13]([O:15][CH2:17][CH3:18])=[O:14])[CH:8]=2)[NH:3]1, predict the reactants needed to synthesize it. The reactants are: [O:1]=[C:2]1[C:10](=[O:11])[C:9]2[C:4](=[CH:5][CH:6]=[C:7]([CH2:12][C:13]([OH:15])=[O:14])[CH:8]=2)[NH:3]1.O.[C:17]1(C)C=CC(S(O)(=O)=O)=C[CH:18]=1. (2) Given the product [CH2:11]([O:14][C:15]1[C:27]([C:28]([F:30])([F:31])[F:29])=[CH:26][CH:25]=[C:24]([CH2:32][O:33][C:34]2[CH:35]=[CH:36][C:37]([C:40]3[CH:45]=[CH:44][C:43]([CH:46]([C:47]([O:49][CH3:50])=[O:48])[CH3:53])=[CH:42][C:41]=3[CH2:51][CH3:52])=[CH:38][CH:39]=2)[C:16]=1[C:17]([O:19][C:20]([CH3:23])([CH3:22])[CH3:21])=[O:18])[CH:12]=[CH2:13], predict the reactants needed to synthesize it. The reactants are: C[Si]([N-][Si](C)(C)C)(C)C.[Li+].[CH2:11]([O:14][C:15]1[C:27]([C:28]([F:31])([F:30])[F:29])=[CH:26][CH:25]=[C:24]([CH2:32][O:33][C:34]2[CH:39]=[CH:38][C:37]([C:40]3[CH:45]=[CH:44][C:43]([CH2:46][C:47]([O:49][CH3:50])=[O:48])=[CH:42][C:41]=3[CH2:51][CH3:52])=[CH:36][CH:35]=2)[C:16]=1[C:17]([O:19][C:20]([CH3:23])([CH3:22])[CH3:21])=[O:18])[CH:12]=[CH2:13].[CH3:53]I.[Na+].[Cl-].